From a dataset of Peptide-MHC class I binding affinity with 185,985 pairs from IEDB/IMGT. Regression. Given a peptide amino acid sequence and an MHC pseudo amino acid sequence, predict their binding affinity value. This is MHC class I binding data. (1) The peptide sequence is GYGRVNAGK. The MHC is HLA-B08:01 with pseudo-sequence HLA-B08:01. The binding affinity (normalized) is 0.0847. (2) The peptide sequence is YVNHTGFNV. The MHC is HLA-A26:01 with pseudo-sequence HLA-A26:01. The binding affinity (normalized) is 0.